Dataset: Full USPTO retrosynthesis dataset with 1.9M reactions from patents (1976-2016). Task: Predict the reactants needed to synthesize the given product. (1) Given the product [Cl:20][C:18]1[C:17](=[O:21])[N:16]([CH3:22])[CH:15]=[C:14]([N:11]2[C:12](=[O:13])[C:4]3[CH:3]=[C:2]([C:33]4[CH:34]=[CH:35][CH:36]=[CH:37][C:32]=4[O:31][CH3:30])[N:6]([CH:7]([CH3:9])[CH3:8])[C:5]=3[CH:10]2[C:23]2[CH:28]=[CH:27][C:26]([Cl:29])=[CH:25][CH:24]=2)[CH:19]=1, predict the reactants needed to synthesize it. The reactants are: Br[C:2]1[N:6]([CH:7]([CH3:9])[CH3:8])[C:5]2[CH:10]([C:23]3[CH:28]=[CH:27][C:26]([Cl:29])=[CH:25][CH:24]=3)[N:11]([C:14]3[CH:19]=[C:18]([Cl:20])[C:17](=[O:21])[N:16]([CH3:22])[CH:15]=3)[C:12](=[O:13])[C:4]=2[CH:3]=1.[CH3:30][O:31][C:32]1[CH:37]=[CH:36][CH:35]=[CH:34][C:33]=1B(O)O.BrC1N(C(C)C)C2C(C3C=CC(Cl)=CC=3)N(C3C=C(Cl)C=CC=3C)C(=O)C=2C=1.C(C1C=CC(OC)=C(B(O)O)C=1)#N. (2) Given the product [Cl:1][C:2]1[CH:7]=[CH:6][CH:5]=[CH:4][C:3]=1[CH:8]([CH:10]1[CH2:14][CH2:13][CH2:12][CH2:11]1)[NH2:17], predict the reactants needed to synthesize it. The reactants are: [Cl:1][C:2]1[CH:7]=[CH:6][CH:5]=[CH:4][C:3]=1[C:8]([CH:10]1[CH2:14][CH2:13][CH2:12][CH2:11]1)=O.[BH3-]C#[N:17].[Na+]. (3) Given the product [CH3:1][O:2][C:3]1[CH:4]=[C:5]2[C:10](=[CH:11][C:12]=1[O:13][CH3:14])[N:9]=[CH:8][CH:7]=[C:6]2[O:15][C:16]1[CH:22]=[CH:21][C:19]([NH:20][C:27](=[O:33])[O:26][CH:24]2[CH2:40][CH2:41][N:36]([CH3:35])[CH2:37][CH2:38]2)=[CH:18][CH:17]=1, predict the reactants needed to synthesize it. The reactants are: [CH3:1][O:2][C:3]1[CH:4]=[C:5]2[C:10](=[CH:11][C:12]=1[O:13][CH3:14])[N:9]=[CH:8][CH:7]=[C:6]2[O:15][C:16]1[CH:22]=[CH:21][C:19]([NH2:20])=[CH:18][CH:17]=1.Cl[C:24](Cl)([O:26][C:27](=[O:33])OC(Cl)(Cl)Cl)Cl.[CH3:35][N:36]1[CH2:41][CH2:40]C(O)[CH2:38][CH2:37]1.C(=O)(O)[O-].[Na+]. (4) Given the product [NH:3]([C:10]1[N:19]([C:20]2[CH:25]=[CH:24][CH:23]=[CH:22][CH:21]=2)[C:18]2[N:17]=[C:16]([S:26][CH2:27][C:28]([OH:30])=[O:29])[CH:15]=[C:14]([C:33]([F:36])([F:35])[F:34])[C:13]=2[C:12](=[O:37])[CH:11]=1)[C:4]1[CH:5]=[CH:6][CH:7]=[CH:8][CH:9]=1, predict the reactants needed to synthesize it. The reactants are: [OH-].[Na+].[NH:3]([C:10]1[N:19]([C:20]2[CH:25]=[CH:24][CH:23]=[CH:22][CH:21]=2)[C:18]2[N:17]=[C:16]([S:26][CH2:27][C:28]([O:30]CC)=[O:29])[CH:15]=[C:14]([C:33]([F:36])([F:35])[F:34])[C:13]=2[C:12](=[O:37])[CH:11]=1)[C:4]1[CH:9]=[CH:8][CH:7]=[CH:6][CH:5]=1. (5) Given the product [NH2:24][C:4]1[CH:3]=[C:2]([CH3:1])[N:7]([C:8]2[CH:13]=[CH:12][CH:11]=[CH:10][CH:9]=2)[C:6](=[O:14])[N:5]=1, predict the reactants needed to synthesize it. The reactants are: [CH3:1][C:2]1[N:7]([C:8]2[CH:13]=[CH:12][CH:11]=[CH:10][CH:9]=2)[C:6](=[O:14])[NH:5][C:4](=O)[CH:3]=1.N.F[P-](F)(F)(F)(F)F.[N:24]1(O[P+](N(C)C)(N(C)C)N(C)C)C2C=CC=CC=2N=N1.C1CCN2C(=NCCC2)CC1. (6) Given the product [O:1]1[C:5]2[CH:6]=[CH:7][CH:8]=[CH:9][C:4]=2[N:3]=[C:2]1[NH:10][C:11]1[CH:16]=[CH:15][C:14]([NH:17][C:18]2[C:23]([NH2:24])=[CH:22][N:21]=[CH:20][N:19]=2)=[CH:13][CH:12]=1, predict the reactants needed to synthesize it. The reactants are: [O:1]1[C:5]2[CH:6]=[CH:7][CH:8]=[CH:9][C:4]=2[N:3]=[C:2]1[NH:10][C:11]1[CH:16]=[CH:15][C:14]([NH:17][C:18]2[C:23]([N+:24]([O-])=O)=[CH:22][N:21]=[CH:20][N:19]=2)=[CH:13][CH:12]=1. (7) Given the product [Cl:9][C:5]1[C:6]([OH:8])=[CH:7][C:2]([NH:1][C:24](=[O:25])[C:23]2[CH:27]=[CH:28][CH:29]=[C:21]([C:18]([C:16]#[N:17])([CH3:19])[CH3:20])[CH:22]=2)=[C:3]([F:10])[CH:4]=1, predict the reactants needed to synthesize it. The reactants are: [NH2:1][C:2]1[C:3]([F:10])=[CH:4][C:5]([Cl:9])=[C:6]([OH:8])[CH:7]=1.C(=O)([O-])O.[Na+].[C:16]([C:18]([C:21]1[CH:22]=[C:23]([CH:27]=[CH:28][CH:29]=1)[C:24](Cl)=[O:25])([CH3:20])[CH3:19])#[N:17].